From a dataset of Forward reaction prediction with 1.9M reactions from USPTO patents (1976-2016). Predict the product of the given reaction. (1) Given the reactants [CH3:1][O:2][C:3]1[CH:8]=[CH:7][N:6]2[C:9]([C:13]([O:15]CC)=[O:14])=[C:10]([CH3:12])[N:11]=[C:5]2[CH:4]=1.[OH-].[Na+], predict the reaction product. The product is: [CH3:1][O:2][C:3]1[CH:8]=[CH:7][N:6]2[C:9]([C:13]([OH:15])=[O:14])=[C:10]([CH3:12])[N:11]=[C:5]2[CH:4]=1. (2) Given the reactants [C:1]([BH3-])#[N:2].[Na+].N[C:6]1[CH:10]=[C:9]([C:11]2[CH:23]=[CH:22][C:14]([O:15][CH2:16][CH2:17][NH:18][C:19]([NH2:21])=[O:20])=[CH:13][CH:12]=2)[N:8]([C:24]2[CH:29]=[CH:28][C:27]([O:30][CH3:31])=[CH:26][CH:25]=2)[N:7]=1.[CH3:32]O, predict the reaction product. The product is: [CH3:32][N:2]([CH3:1])[C:6]1[CH:10]=[C:9]([C:11]2[CH:23]=[CH:22][C:14]([O:15][CH2:16][CH2:17][NH:18][C:19]([NH2:21])=[O:20])=[CH:13][CH:12]=2)[N:8]([C:24]2[CH:29]=[CH:28][C:27]([O:30][CH3:31])=[CH:26][CH:25]=2)[N:7]=1. (3) Given the reactants [CH3:1][S:2]([O:5][C:6]1[CH:15]=[CH:14][C:13]2[C:8](=[C:9]([NH:16][C:17]([O:19][C:20]([CH3:23])([CH3:22])[CH3:21])=[O:18])[CH:10]=[CH:11][CH:12]=2)[CH:7]=1)(=[O:4])=[O:3].[Br:24]N1C(=O)CCC1=O.O.[OH-].[Na+], predict the reaction product. The product is: [CH3:1][S:2]([O:5][C:6]1[CH:15]=[CH:14][C:13]2[C:8](=[C:9]([NH:16][C:17]([O:19][C:20]([CH3:23])([CH3:22])[CH3:21])=[O:18])[CH:10]=[CH:11][C:12]=2[Br:24])[CH:7]=1)(=[O:4])=[O:3]. (4) Given the reactants [C:1]([O:5][C:6](=[O:30])[C@@H:7]([NH:22][C:23]([O:25][C:26]([CH3:29])([CH3:28])[CH3:27])=[O:24])[CH2:8][CH2:9][CH2:10][NH:11][CH:12]1[C:21]2[N:20]=[CH:19][CH:18]=[CH:17][C:16]=2[CH2:15][CH2:14][CH2:13]1)([CH3:4])([CH3:3])[CH3:2].[C:31]([O:35][C:36]([N:38]1[C:42]2[CH:43]=[CH:44][CH:45]=[CH:46][C:41]=2[N:40]=[C:39]1[CH2:47]Cl)=[O:37])([CH3:34])([CH3:33])[CH3:32].C(N(CC)C(C)C)(C)C, predict the reaction product. The product is: [C:31]([O:35][C:36]([N:38]1[C:42]2[CH:43]=[CH:44][CH:45]=[CH:46][C:41]=2[N:40]=[C:39]1[CH2:47][N:11]([CH2:10][CH2:9][CH2:8][CH:7]([C:6]([O:5][C:1]([CH3:4])([CH3:3])[CH3:2])=[O:30])[NH:22][C:23]([O:25][C:26]([CH3:29])([CH3:28])[CH3:27])=[O:24])[CH:12]1[C:21]2[N:20]=[CH:19][CH:18]=[CH:17][C:16]=2[CH2:15][CH2:14][CH2:13]1)=[O:37])([CH3:34])([CH3:33])[CH3:32]. (5) Given the reactants [Cl:1][CH:2]([O:6][C:7]([NH:9][CH2:10][C:11]1([CH2:17][C:18]([OH:20])=[O:19])[CH2:16][CH2:15][CH2:14][CH2:13][CH2:12]1)=[O:8])[CH:3]([CH3:5])[CH3:4].C1(N=C=NC2CCCCC2)CCCCC1.[CH2:36](O)[C:37]1[CH:42]=[CH:41][CH:40]=[CH:39][CH:38]=1, predict the reaction product. The product is: [Cl:1][CH:2]([O:6][C:7]([NH:9][CH2:10][C:11]1([CH2:17][C:18]([O:20][CH2:36][C:37]2[CH:42]=[CH:41][CH:40]=[CH:39][CH:38]=2)=[O:19])[CH2:12][CH2:13][CH2:14][CH2:15][CH2:16]1)=[O:8])[CH:3]([CH3:4])[CH3:5].